This data is from Reaction yield outcomes from USPTO patents with 853,638 reactions. The task is: Predict the reaction yield, written as a fraction of the theoretical maximum amount of product (1.0 means a 100% yield; for example, 0.34 means a 34% yield). (1) The catalyst is C1COCC1.ClCCl. The product is [CH2:45]([N:42]1[CH2:43][CH2:44][N:39]([CH:36]2[CH2:35][CH2:34][N:33]([C:31]([C@:14]34[CH2:26][CH2:25][C@@H:24]([C:27]5([CH3:30])[CH2:28][CH2:29]5)[C@@H:15]3[C@@H:16]3[C@@:11]([CH3:47])([CH2:12][CH2:13]4)[C@@:10]4([CH3:48])[C@@H:19]([C@:20]5([CH3:23])[C@@H:7]([CH2:8][CH2:9]4)[C:6]([CH3:49])([CH3:50])[C@@H:5]([OH:4])[CH2:22][CH2:21]5)[CH2:18][CH2:17]3)=[O:32])[CH2:38][CH2:37]2)[CH2:40][CH2:41]1)[CH3:46]. The reactants are C([O:4][C@H:5]1[CH2:22][CH2:21][C@@:20]2([CH3:23])[C@@H:7]([CH2:8][CH2:9][C@:10]3([CH3:48])[C@@H:19]2[CH2:18][CH2:17][C@H:16]2[C@@:11]3([CH3:47])[CH2:12][CH2:13][C@@:14]3([C:31]([N:33]4[CH2:38][CH2:37][CH:36]([N:39]5[CH2:44][CH2:43][N:42]([CH2:45][CH3:46])[CH2:41][CH2:40]5)[CH2:35][CH2:34]4)=[O:32])[CH2:26][CH2:25][C@@H:24]([C:27]4([CH3:30])[CH2:29][CH2:28]4)[C@@H:15]32)[C:6]1([CH3:50])[CH3:49])(=O)C.CO. The yield is 0.957. (2) The yield is 0.360. The reactants are Br[C:2]1[S:6][C:5]([CH2:7][O:8][C:9]2[C:10]([F:19])=[C:11]([C:15]([F:18])=[CH:16][CH:17]=2)[C:12]([NH2:14])=[O:13])=[N:4][C:3]=1[C:20]1[CH:25]=[CH:24][C:23]([O:26][CH3:27])=[CH:22][CH:21]=1.C([Sn](CCCC)(CCCC)[C:33]1[N:34]=[CH:35][S:36][CH:37]=1)CCC.O. The catalyst is CN(C=O)C.[Pd].C1(P(C2C=CC=CC=2)C2C=CC=CC=2)C=CC=CC=1.C1(P(C2C=CC=CC=2)C2C=CC=CC=2)C=CC=CC=1.C1(P(C2C=CC=CC=2)C2C=CC=CC=2)C=CC=CC=1.C1(P(C2C=CC=CC=2)C2C=CC=CC=2)C=CC=CC=1. The product is [F:19][C:10]1[C:9]([O:8][CH2:7][C:5]2[S:6][C:2]([C:33]3[N:34]=[CH:35][S:36][CH:37]=3)=[C:3]([C:20]3[CH:25]=[CH:24][C:23]([O:26][CH3:27])=[CH:22][CH:21]=3)[N:4]=2)=[CH:17][CH:16]=[C:15]([F:18])[C:11]=1[C:12]([NH2:14])=[O:13]. (3) The reactants are C(O[C:4](=[O:12])[C:5]1[CH:10]=[CH:9][N:8]=[CH:7][C:6]=1[OH:11])C.[CH2:13]([NH2:16])[CH2:14][CH3:15]. No catalyst specified. The product is [OH:11][C:6]1[CH:7]=[N:8][CH:9]=[CH:10][C:5]=1[C:4]([NH:16][CH2:13][CH2:14][CH3:15])=[O:12]. The yield is 0.490. (4) The reactants are [NH2:1][CH2:2][C:3]1[CH:16]=[CH:15][C:14]2[O:13][C:12]3[C:7]4=[C:8]([C:17](=[O:20])[NH:18][N:19]=[C:6]4[C:5]=2[CH:4]=1)[CH:9]=[CH:10][CH:11]=3.[P:21](Cl)([O:26][CH2:27][CH3:28])([O:23][CH2:24][CH3:25])=[O:22]. The catalyst is CN(C=O)C. The product is [CH2:24]([O:23][P:21]([NH:1][CH2:2][C:3]1[CH:16]=[CH:15][C:14]2[O:13][C:12]3[C:7]4=[C:8]([C:17](=[O:20])[NH:18][N:19]=[C:6]4[C:5]=2[CH:4]=1)[CH:9]=[CH:10][CH:11]=3)(=[O:22])[O:26][CH2:27][CH3:28])[CH3:25]. The yield is 0.500. (5) The reactants are [F:1][C:2]1([F:37])[O:6][C:5]2[CH:7]=[CH:8][C:9]([C:11]3([C:14]([NH:16][C@@H:17]4[C:26]5[C:21](=[CH:22][CH:23]=[CH:24][CH:25]=5)[O:20][C@H:19]([C:27]5[S:28][C:29]([C:32]([O:34]CC)=[O:33])=[CH:30][N:31]=5)[CH2:18]4)=[O:15])[CH2:13][CH2:12]3)=[CH:10][C:4]=2[O:3]1.[OH-].[Na+].Cl. The catalyst is O1CCCC1.CO. The product is [F:37][C:2]1([F:1])[O:6][C:5]2[CH:7]=[CH:8][C:9]([C:11]3([C:14]([NH:16][C@@H:17]4[C:26]5[C:21](=[CH:22][CH:23]=[CH:24][CH:25]=5)[O:20][CH:19]([C:27]5[S:28][C:29]([C:32]([OH:34])=[O:33])=[CH:30][N:31]=5)[CH2:18]4)=[O:15])[CH2:13][CH2:12]3)=[CH:10][C:4]=2[O:3]1. The yield is 0.910. (6) The reactants are [C:1]([N:8]1[CH:12]=[CH:11]N=C1)(N1C=CN=C1)=[O:2].C1(/C=[CH:20]/[CH:21]=[CH:22]/[C:23]([OH:25])=[O:24])C=CC=CC=1.[CH2:26](N(CC)CC)C.[C:33]1(/[CH:39]=[C:40](\C)/[CH:41]=[CH:42]/C(Cl)=O)[CH:38]=[CH:37][CH:36]=[CH:35][CH:34]=1. The catalyst is O1CCCC1. The product is [CH3:26][O:25][C:23](=[O:24])[CH2:22][CH2:21][CH2:20][CH2:11][CH2:12][NH:8][C:1](=[O:2])/[CH:42]=[CH:41]/[CH:40]=[CH:39]/[C:33]1[CH:34]=[CH:35][CH:36]=[CH:37][CH:38]=1. The yield is 0.600.